This data is from Forward reaction prediction with 1.9M reactions from USPTO patents (1976-2016). The task is: Predict the product of the given reaction. Given the reactants [F:1][C:2]([F:21])([F:20])[C:3]1[CH:8]=[CH:7][N:6]=[C:5]([CH:9](C(OCC)=O)[C:10]([O:12][CH2:13][CH3:14])=[O:11])[CH:4]=1.[Cl-].[Li+].O, predict the reaction product. The product is: [F:21][C:2]([F:1])([F:20])[C:3]1[CH:8]=[CH:7][N:6]=[C:5]([CH2:9][C:10]([O:12][CH2:13][CH3:14])=[O:11])[CH:4]=1.